Dataset: Reaction yield outcomes from USPTO patents with 853,638 reactions. Task: Predict the reaction yield, written as a fraction of the theoretical maximum amount of product (1.0 means a 100% yield; for example, 0.34 means a 34% yield). (1) The reactants are [CH3:1][O:2][C:3]1[C:11]([CH3:12])=[C:10]2[C:6]([C:7](=[O:13])[O:8][CH2:9]2)=[C:5]([O:14][CH2:15][CH2:16][Si:17]([CH3:20])([CH3:19])[CH3:18])[C:4]=1[CH2:21]C=O.C1(P(C2C=CC=CC=2)(C2C=CC=CC=2)=[C:31]([CH2:34][CH3:35])[CH:32]=[O:33])C=CC=CC=1.[C:48]1(C)C=CC=CC=1. No catalyst specified. The product is [CH2:34]([C:31](=[CH:48][CH2:21][C:4]1[C:5]([O:14][CH2:15][CH2:16][Si:17]([CH3:20])([CH3:18])[CH3:19])=[C:6]2[C:10](=[C:11]([CH3:12])[C:3]=1[O:2][CH3:1])[CH2:9][O:8][C:7]2=[O:13])[CH:32]=[O:33])[CH3:35]. The yield is 0.830. (2) The reactants are [CH3:1][CH:2]1[CH2:6][C:5](=O)[CH2:4][CH:3]1[C:8]([O:10][CH2:11][CH3:12])=[O:9].CC(O)=O.[CH2:17]([NH:24][CH2:25][C:26]1[CH:31]=[CH:30][CH:29]=[CH:28][CH:27]=1)[C:18]1[CH:23]=[CH:22][CH:21]=[CH:20][CH:19]=1.C(O[BH-](OC(=O)C)OC(=O)C)(=O)C.[Na+].C([O-])(O)=O.[Na+]. The catalyst is ClCCCl. The product is [CH2:25]([N:24]([CH2:17][C:18]1[CH:23]=[CH:22][CH:21]=[CH:20][CH:19]=1)[CH:5]1[CH2:4][CH:3]([C:8]([O:10][CH2:11][CH3:12])=[O:9])[CH:2]([CH3:1])[CH2:6]1)[C:26]1[CH:31]=[CH:30][CH:29]=[CH:28][CH:27]=1. The yield is 0.750.